This data is from Peptide-MHC class I binding affinity with 185,985 pairs from IEDB/IMGT. The task is: Regression. Given a peptide amino acid sequence and an MHC pseudo amino acid sequence, predict their binding affinity value. This is MHC class I binding data. (1) The peptide sequence is RAPHLPPQW. The MHC is HLA-B57:01 with pseudo-sequence HLA-B57:01. The binding affinity (normalized) is 0.531. (2) The peptide sequence is FLAASALGV. The MHC is HLA-A02:01 with pseudo-sequence HLA-A02:01. The binding affinity (normalized) is 0.815. (3) The peptide sequence is VVSYFRPLL. The MHC is H-2-Kb with pseudo-sequence H-2-Kb. The binding affinity (normalized) is 0.549. (4) The peptide sequence is ATTIITPMMR. The MHC is HLA-A31:01 with pseudo-sequence HLA-A31:01. The binding affinity (normalized) is 0. (5) The peptide sequence is SLSHNFTLV. The MHC is HLA-A68:02 with pseudo-sequence HLA-A68:02. The binding affinity (normalized) is 0.463. (6) The peptide sequence is EVRLATMLF. The MHC is HLA-A01:01 with pseudo-sequence HLA-A01:01. The binding affinity (normalized) is 0.0847. (7) The peptide sequence is TPGDLNTML. The MHC is HLA-B81:01 with pseudo-sequence HLA-B81:01. The binding affinity (normalized) is 0.500. (8) The peptide sequence is NSDTVDWSW. The MHC is HLA-A11:01 with pseudo-sequence HLA-A11:01. The binding affinity (normalized) is 0.0847.